Dataset: Forward reaction prediction with 1.9M reactions from USPTO patents (1976-2016). Task: Predict the product of the given reaction. (1) Given the reactants Cl.[CH3:2][C:3]([CH3:35])([CH3:34])[CH2:4][C:5]1[N:6]=[C:7]([C:16]([OH:33])([CH3:32])[CH:17]([F:31])[C:18]2[CH:23]=[CH:22][C:21]([C:24]3[CH:29]=[CH:28][C:27]([F:30])=[CH:26][N:25]=3)=[CH:20][CH:19]=2)[N:8](S(N(C)C)(=O)=O)[CH:9]=1, predict the reaction product. The product is: [CH3:2][C:3]([CH3:35])([CH3:34])[CH2:4][C:5]1[N:6]=[C:7]([C:16]([OH:33])([CH3:32])[CH:17]([F:31])[C:18]2[CH:19]=[CH:20][C:21]([C:24]3[CH:29]=[CH:28][C:27]([F:30])=[CH:26][N:25]=3)=[CH:22][CH:23]=2)[NH:8][CH:9]=1. (2) Given the reactants [CH3:1][O:2][CH2:3][CH2:4][N:5]([S:18]([C:21]1[S:22][CH:23]=[CH:24][CH:25]=1)(=[O:20])=[O:19])[C:6]1[CH:7]=[CH:8][CH:9]=[C:10]2[C:14]=1[NH:13][C:12]([C:15](O)=[O:16])=[CH:11]2.Cl.[C:27]([S:46][CH2:47][CH2:48][NH2:49])([C:40]1[CH:45]=[CH:44][CH:43]=[CH:42][CH:41]=1)([C:34]1[CH:39]=[CH:38][CH:37]=[CH:36][CH:35]=1)[C:28]1[CH:33]=[CH:32][CH:31]=[CH:30][CH:29]=1.N1(O)C2C=CC=CC=2N=N1.Cl.CN(C)CCCN=C=NCC, predict the reaction product. The product is: [CH3:1][O:2][CH2:3][CH2:4][N:5]([S:18]([C:21]1[S:22][CH:23]=[CH:24][CH:25]=1)(=[O:19])=[O:20])[C:6]1[CH:7]=[CH:8][CH:9]=[C:10]2[C:14]=1[NH:13][C:12]([C:15]([NH:49][CH2:48][CH2:47][S:46][C:27]([C:34]1[CH:39]=[CH:38][CH:37]=[CH:36][CH:35]=1)([C:28]1[CH:29]=[CH:30][CH:31]=[CH:32][CH:33]=1)[C:40]1[CH:45]=[CH:44][CH:43]=[CH:42][CH:41]=1)=[O:16])=[CH:11]2. (3) Given the reactants [CH3:1][C:2]1([C:7]2[CH:12]=[CH:11][CH:10]=[CH:9][CH:8]=2)[O:6]CCO1.S([O-])(O[CH2:17][CH2:18]CCCCCCCCCC)(=O)=O.[Na+].O.[C:32]1(C)C=CC(S(O)(=O)=O)=CC=1.C([Mg]Br)C=C, predict the reaction product. The product is: [C:7]1([C:2]([OH:6])([CH2:1][CH:17]=[CH2:18])[CH3:32])[CH:8]=[CH:9][CH:10]=[CH:11][CH:12]=1. (4) Given the reactants [CH3:1][O:2][C:3]1[CH:8]=[CH:7][C:6]([N:9]2[CH2:12][C@H:11]([NH:13][C:14](=[O:23])[O:15][CH2:16][C:17]3[CH:22]=[CH:21][CH:20]=[CH:19][CH:18]=3)[C:10]2=[O:24])=[CH:5][CH:4]=1.[H-].[Na+].[CH3:27]I, predict the reaction product. The product is: [CH3:27][N:13]([C@H:11]1[CH2:12][N:9]([C:6]2[CH:7]=[CH:8][C:3]([O:2][CH3:1])=[CH:4][CH:5]=2)[C:10]1=[O:24])[C:14](=[O:23])[O:15][CH2:16][C:17]1[CH:18]=[CH:19][CH:20]=[CH:21][CH:22]=1. (5) Given the reactants Br[C:2]1[CH:19]=[CH:18][C:5]([CH2:6][NH:7][C:8]23[CH2:17][CH:12]4[CH2:13][CH:14]([CH2:16][CH:10]([CH2:11]4)[CH2:9]2)[CH2:15]3)=[CH:4][CH:3]=1.[O:20]1[CH:24]=[CH:23][CH:22]=[C:21]1[B-](F)(F)F.[K+], predict the reaction product. The product is: [O:20]1[CH:24]=[CH:23][C:22]([C:2]2[CH:19]=[CH:18][C:5]([CH2:6][NH:7][C:8]34[CH2:17][CH:12]5[CH2:13][CH:14]([CH2:16][CH:10]([CH2:11]5)[CH2:9]3)[CH2:15]4)=[CH:4][CH:3]=2)=[CH:21]1. (6) Given the reactants [F:1][C:2]1[CH:10]=[C:9](B2OC(C)(C)C(C)(C)O2)[C:8]2[N:7]3[CH2:20][CH2:21][NH:22][C:23](=[O:24])[C:6]3=[C:5]([CH3:25])[C:4]=2[CH:3]=1.Br[C:27]1[S:28][C:29]([C:32]([F:35])([F:34])[F:33])=[N:30][N:31]=1, predict the reaction product. The product is: [F:1][C:2]1[CH:10]=[C:9]([C:27]2[S:28][C:29]([C:32]([F:35])([F:34])[F:33])=[N:30][N:31]=2)[C:8]2[N:7]3[CH2:20][CH2:21][NH:22][C:23](=[O:24])[C:6]3=[C:5]([CH3:25])[C:4]=2[CH:3]=1.